Dataset: Catalyst prediction with 721,799 reactions and 888 catalyst types from USPTO. Task: Predict which catalyst facilitates the given reaction. (1) Reactant: [OH:1][CH:2]1[CH2:7][CH2:6][N:5]([C:8]([O:10][C:11]([CH3:14])([CH3:13])[CH3:12])=[O:9])[CH2:4][CH2:3]1.C(N(CC)CC)C.[CH3:22][S:23](Cl)(=[O:25])=[O:24].O. Product: [CH3:22][S:23]([O:1][CH:2]1[CH2:3][CH2:4][N:5]([C:8]([O:10][C:11]([CH3:14])([CH3:13])[CH3:12])=[O:9])[CH2:6][CH2:7]1)(=[O:25])=[O:24]. The catalyst class is: 112. (2) Reactant: [OH:1][CH2:2][CH:3]1[C:15]2[CH:14]=[C:13]([NH:16]C(OC(C)(C)C)=O)[CH:12]=[CH:11][C:10]=2[C:9]2[C:4]1=[CH:5][C:6]([NH:24]C(OC(C)(C)C)=O)=[CH:7][CH:8]=2.[ClH:32]. Product: [ClH:32].[ClH:32].[OH:1][CH2:2][CH:3]1[C:4]2[CH:5]=[C:6]([NH2:24])[CH:7]=[CH:8][C:9]=2[C:10]2[C:15]1=[CH:14][C:13]([NH2:16])=[CH:12][CH:11]=2. The catalyst class is: 12. (3) The catalyst class is: 12. Reactant: [F:1][C:2]1[C:7]([C:8]2[C:9]([O:16]C)=[N:10][C:11]([O:14]C)=[N:12][CH:13]=2)=[CH:6][CH:5]=[C:4]([CH3:18])[N:3]=1.[ClH:19]. Product: [ClH:19].[F:1][C:2]1[C:7]([C:8]2[C:9](=[O:16])[NH:10][C:11](=[O:14])[NH:12][CH:13]=2)=[CH:6][CH:5]=[C:4]([CH3:18])[N:3]=1.